This data is from Peptide-MHC class I binding affinity with 185,985 pairs from IEDB/IMGT. The task is: Regression. Given a peptide amino acid sequence and an MHC pseudo amino acid sequence, predict their binding affinity value. This is MHC class I binding data. (1) The peptide sequence is SIFRYSSV. The binding affinity (normalized) is 0.948. The MHC is H-2-Kb with pseudo-sequence H-2-Kb. (2) The peptide sequence is RPAIVVPAF. The MHC is HLA-A11:01 with pseudo-sequence HLA-A11:01. The binding affinity (normalized) is 0.0847. (3) The peptide sequence is FNPMIVELA. The MHC is HLA-A02:06 with pseudo-sequence HLA-A02:06. The binding affinity (normalized) is 0.127. (4) The MHC is HLA-B54:01 with pseudo-sequence HLA-B54:01. The binding affinity (normalized) is 0.467. The peptide sequence is DPPIPYSRV. (5) The peptide sequence is GLLPLLLLLL. The MHC is HLA-A02:03 with pseudo-sequence HLA-A02:03. The binding affinity (normalized) is 0.585. (6) The peptide sequence is AEWVLAYML. The MHC is HLA-B40:01 with pseudo-sequence HLA-B40:01. The binding affinity (normalized) is 0.856. (7) The peptide sequence is RLLRFTGLF. The MHC is HLA-A02:03 with pseudo-sequence HLA-A02:03. The binding affinity (normalized) is 0.0847.